This data is from Reaction yield outcomes from USPTO patents with 853,638 reactions. The task is: Predict the reaction yield, written as a fraction of the theoretical maximum amount of product (1.0 means a 100% yield; for example, 0.34 means a 34% yield). The reactants are [Cl:1][CH2:2][CH2:3][CH2:4][C:5]([C:7]1[CH:12]=[CH:11][C:10]([C:13]([CH3:18])([CH3:17])[C:14]([OH:16])=[O:15])=[CH:9][CH:8]=1)=[O:6].[C:19](=O)([O-])[O-].[K+].[K+].S(OC)(OC)(=O)=O. The catalyst is C(#N)C. The product is [Cl:1][CH2:2][CH2:3][CH2:4][C:5]([C:7]1[CH:12]=[CH:11][C:10]([C:13]([CH3:18])([CH3:17])[C:14]([O:16][CH3:19])=[O:15])=[CH:9][CH:8]=1)=[O:6]. The yield is 0.890.